From a dataset of NCI-60 drug combinations with 297,098 pairs across 59 cell lines. Regression. Given two drug SMILES strings and cell line genomic features, predict the synergy score measuring deviation from expected non-interaction effect. (1) Drug 1: C1CCC(CC1)NC(=O)N(CCCl)N=O. Drug 2: C1CN1P(=S)(N2CC2)N3CC3. Cell line: M14. Synergy scores: CSS=2.44, Synergy_ZIP=-3.67, Synergy_Bliss=-5.31, Synergy_Loewe=-10.9, Synergy_HSA=-5.83. (2) Drug 1: CCCS(=O)(=O)NC1=C(C(=C(C=C1)F)C(=O)C2=CNC3=C2C=C(C=N3)C4=CC=C(C=C4)Cl)F. Drug 2: C#CCC(CC1=CN=C2C(=N1)C(=NC(=N2)N)N)C3=CC=C(C=C3)C(=O)NC(CCC(=O)O)C(=O)O. Cell line: BT-549. Synergy scores: CSS=-2.13, Synergy_ZIP=0.162, Synergy_Bliss=-1.86, Synergy_Loewe=-2.11, Synergy_HSA=-4.12. (3) Drug 1: C1=NC2=C(N=C(N=C2N1C3C(C(C(O3)CO)O)O)F)N. Drug 2: CC(C)CN1C=NC2=C1C3=CC=CC=C3N=C2N. Cell line: CAKI-1. Synergy scores: CSS=13.9, Synergy_ZIP=-7.60, Synergy_Bliss=-2.55, Synergy_Loewe=-2.49, Synergy_HSA=-1.97. (4) Drug 1: C1=CC=C(C(=C1)C(C2=CC=C(C=C2)Cl)C(Cl)Cl)Cl. Drug 2: CCC1(C2=C(COC1=O)C(=O)N3CC4=CC5=C(C=CC(=C5CN(C)C)O)N=C4C3=C2)O.Cl. Cell line: HCT116. Synergy scores: CSS=39.5, Synergy_ZIP=1.52, Synergy_Bliss=-0.0106, Synergy_Loewe=-31.5, Synergy_HSA=0.811. (5) Drug 1: CNC(=O)C1=CC=CC=C1SC2=CC3=C(C=C2)C(=NN3)C=CC4=CC=CC=N4. Drug 2: CS(=O)(=O)CCNCC1=CC=C(O1)C2=CC3=C(C=C2)N=CN=C3NC4=CC(=C(C=C4)OCC5=CC(=CC=C5)F)Cl. Cell line: EKVX. Synergy scores: CSS=9.80, Synergy_ZIP=-1.65, Synergy_Bliss=0.434, Synergy_Loewe=-0.830, Synergy_HSA=1.33. (6) Drug 1: CNC(=O)C1=CC=CC=C1SC2=CC3=C(C=C2)C(=NN3)C=CC4=CC=CC=N4. Drug 2: CC(C)NC(=O)C1=CC=C(C=C1)CNNC.Cl. Cell line: NCIH23. Synergy scores: CSS=1.48, Synergy_ZIP=3.62, Synergy_Bliss=5.04, Synergy_Loewe=2.58, Synergy_HSA=3.22. (7) Cell line: HCT-15. Drug 1: CC1=C(C=C(C=C1)NC2=NC=CC(=N2)N(C)C3=CC4=NN(C(=C4C=C3)C)C)S(=O)(=O)N.Cl. Synergy scores: CSS=38.1, Synergy_ZIP=4.91, Synergy_Bliss=5.60, Synergy_Loewe=-21.9, Synergy_HSA=3.81. Drug 2: C1=NC2=C(N1)C(=S)N=C(N2)N. (8) Drug 1: C1C(C(OC1N2C=C(C(=O)NC2=O)F)CO)O. Drug 2: CC(C)NC(=O)C1=CC=C(C=C1)CNNC.Cl. Cell line: KM12. Synergy scores: CSS=23.9, Synergy_ZIP=2.44, Synergy_Bliss=3.82, Synergy_Loewe=-13.1, Synergy_HSA=1.55. (9) Drug 1: CC12CCC3C(C1CCC2=O)CC(=C)C4=CC(=O)C=CC34C. Drug 2: C1=CN(C(=O)N=C1N)C2C(C(C(O2)CO)O)O.Cl. Cell line: HOP-62. Synergy scores: CSS=73.8, Synergy_ZIP=0.957, Synergy_Bliss=1.19, Synergy_Loewe=-2.73, Synergy_HSA=4.55. (10) Drug 1: CC1=C2C(C(=O)C3(C(CC4C(C3C(C(C2(C)C)(CC1OC(=O)C(C(C5=CC=CC=C5)NC(=O)OC(C)(C)C)O)O)OC(=O)C6=CC=CC=C6)(CO4)OC(=O)C)OC)C)OC. Drug 2: C1C(C(OC1N2C=NC3=C(N=C(N=C32)Cl)N)CO)O. Cell line: SF-268. Synergy scores: CSS=28.4, Synergy_ZIP=1.08, Synergy_Bliss=-1.36, Synergy_Loewe=-25.8, Synergy_HSA=-2.90.